This data is from Reaction yield outcomes from USPTO patents with 853,638 reactions. The task is: Predict the reaction yield, written as a fraction of the theoretical maximum amount of product (1.0 means a 100% yield; for example, 0.34 means a 34% yield). (1) The reactants are [Cl:1][C:2]1[CH:28]=[C:27]([CH3:29])[C:5]2[N:6]=[C:7]([C:11]3[N:12]([C:20]4[C:25]([Cl:26])=[CH:24][CH:23]=[CH:22][N:21]=4)[N:13]=[C:14]([C:16]([F:19])([F:18])[F:17])[CH:15]=3)[O:8][C:9](=[O:10])[C:4]=2[CH:3]=1.[NH2:30][CH2:31][CH:32]([OH:34])[CH3:33]. The catalyst is C1COCC1. The product is [Cl:1][C:2]1[CH:28]=[C:27]([CH3:29])[C:5]([NH:6][C:7]([C:11]2[N:12]([C:20]3[C:25]([Cl:26])=[CH:24][CH:23]=[CH:22][N:21]=3)[N:13]=[C:14]([C:16]([F:19])([F:18])[F:17])[CH:15]=2)=[O:8])=[C:4]([C:9](=[O:10])[NH:30][CH2:31][CH:32]([OH:34])[CH3:33])[CH:3]=1. The yield is 0.890. (2) The reactants are [Cl:1][C:2]1[CH:3]=[CH:4][C:5]([C:8]([F:18])([F:17])[CH2:9][N:10]2[CH2:15][CH2:14][CH:13]([NH2:16])[CH2:12][CH2:11]2)=[N:6][CH:7]=1.Cl[C:20]1[C:21]2[CH:28]=[CH:27][NH:26][C:22]=2[N:23]=[CH:24][N:25]=1.CCN(C(C)C)C(C)C. The catalyst is C(O)CCC. The product is [Cl:1][C:2]1[CH:3]=[CH:4][C:5]([C:8]([F:18])([F:17])[CH2:9][N:10]2[CH2:15][CH2:14][CH:13]([NH:16][C:20]3[C:21]4[CH:28]=[CH:27][NH:26][C:22]=4[N:23]=[CH:24][N:25]=3)[CH2:12][CH2:11]2)=[N:6][CH:7]=1. The yield is 0.380. (3) The catalyst is C(Cl)Cl. The product is [C:49]([O:48][C:47]([NH:46][C@H:17]([C:18](=[O:45])[NH:19][C@@H:20]([C:32](=[O:44])[NH:33][C:34]1[CH:35]=[N:36][C:37]2[C:42]([CH:43]=1)=[CH:41][CH:40]=[CH:39][CH:38]=2)[CH2:21][C:22]1[CH:23]=[CH:24][C:25]([C:28]([F:30])([F:29])[F:31])=[CH:26][CH:27]=1)[CH2:16][CH2:15][CH2:14][NH:13][C:1]([N:64]([CH2:65][CH2:66][NH:67][C:68]([O:69][C:70]([CH3:73])([CH3:72])[CH3:71])=[O:74])[CH2:63][CH2:62][NH:61][C:59](=[O:60])[O:58][C:54]([CH3:57])([CH3:56])[CH3:55])=[O:2])=[O:53])([CH3:50])([CH3:52])[CH3:51]. The yield is 0.440. The reactants are [C:1](N1C=CN=C1)(N1C=CN=C1)=[O:2].[NH2:13][CH2:14][CH2:15][CH2:16][C@H:17]([NH:46][C:47](=[O:53])[O:48][C:49]([CH3:52])([CH3:51])[CH3:50])[C:18](=[O:45])[NH:19][C@@H:20]([C:32](=[O:44])[NH:33][C:34]1[CH:35]=[N:36][C:37]2[C:42]([CH:43]=1)=[CH:41][CH:40]=[CH:39][CH:38]=2)[CH2:21][C:22]1[CH:27]=[CH:26][C:25]([C:28]([F:31])([F:30])[F:29])=[CH:24][CH:23]=1.[C:54]([O:58][C:59]([NH:61][CH2:62][CH2:63][NH:64][CH2:65][CH2:66][NH:67][C:68](=[O:74])[O:69][C:70]([CH3:73])([CH3:72])[CH3:71])=[O:60])([CH3:57])([CH3:56])[CH3:55]. (4) The reactants are [C:1]([O:5][C:6]([N:8]1[CH2:13][CH2:12][NH:11][CH2:10][CH2:9]1)=[O:7])([CH3:4])([CH3:3])[CH3:2].[C:14]1([N:20]=[C:21]=[O:22])[CH:19]=[CH:18][CH:17]=[CH:16][CH:15]=1. The catalyst is C1COCC1.C(OC(=O)C)C. The product is [C:1]([O:5][C:6]([N:8]1[CH2:13][CH2:12][N:11]([C:21](=[O:22])[NH:20][C:14]2[CH:19]=[CH:18][CH:17]=[CH:16][CH:15]=2)[CH2:10][CH2:9]1)=[O:7])([CH3:4])([CH3:2])[CH3:3]. The yield is 0.880. (5) The reactants are NCCCCCC(N[C@@H](CC(C)C)C(NCC(N[C@@H](CCCCNC(=O)C(F)(F)F)C(N[C@@H](CC1C=CC=CC=1)C(NC)=O)=O)=O)=O)=O.[CH:49]1[C:54](C(O)=O)=[CH:53][C:52]2[C:58]([O:60][C:61]3([C:71]4[CH:72]=[CH:73][C:74]([OH:76])=[CH:75][C:70]=4[O:69][C:63]4[CH:64]=[C:65]([OH:68])[CH:66]=[CH:67][C:62]3=4)[C:51]=2[CH:50]=1)=[O:59].F[P-](F)(F)(F)(F)F.N1(O[P+](N(C)C)(N(C)C)N(C)C)C2C=CC=CC=2N=N1.C(N(CC)CC)C. The catalyst is C1COCC1. The product is [OH:68][C:65]1[CH:64]=[C:63]2[C:62](=[CH:67][CH:66]=1)[C:61]([C:51]1[CH:50]=[CH:49][CH:54]=[CH:53][C:52]=1[C:58]([OH:60])=[O:59])=[C:71]1[C:70](=[CH:75][C:74](=[O:76])[CH:73]=[CH:72]1)[O:69]2. The yield is 0.0390.